This data is from Peptide-MHC class II binding affinity with 134,281 pairs from IEDB. The task is: Regression. Given a peptide amino acid sequence and an MHC pseudo amino acid sequence, predict their binding affinity value. This is MHC class II binding data. The peptide sequence is AETCPIFYDVFFAVA. The MHC is DRB1_1001 with pseudo-sequence DRB1_1001. The binding affinity (normalized) is 0.484.